From a dataset of Reaction yield outcomes from USPTO patents with 853,638 reactions. Predict the reaction yield, written as a fraction of the theoretical maximum amount of product (1.0 means a 100% yield; for example, 0.34 means a 34% yield). (1) The reactants are [C:1]([OH:10])(=[O:9])[C@@H:2]([C@H:4]([C:6]([OH:8])=[O:7])[OH:5])[OH:3].[CH:11]1([CH2:14][N:15]([CH:22]([C:24]2[CH:29]=[CH:28][C:27]([F:30])=[CH:26][C:25]=2[C:31]([F:34])([F:33])[F:32])[CH3:23])[CH:16]2[CH2:21][CH2:20][NH:19][CH2:18][CH2:17]2)[CH2:13][CH2:12]1. The catalyst is CO. The product is [C:6]([C@@H:4]([C@H:2]([C:1]([OH:10])=[O:9])[OH:3])[OH:5])([OH:8])=[O:7].[F:30][C:27]1[CH:28]=[CH:29][C:24]([CH:22]([N:15]([CH2:14][CH:11]2[CH2:13][CH2:12]2)[CH:16]2[CH2:21][CH2:20][NH:19][CH2:18][CH2:17]2)[CH3:23])=[C:25]([C:31]([F:34])([F:32])[F:33])[CH:26]=1. The yield is 0.970. (2) The reactants are [S:1]1[CH:5]=[C:4](B(O)O)[C:3]2[CH:9]=[CH:10][CH:11]=[CH:12][C:2]1=2.[NH2:13][C:14]1[CH:19]=[CH:18][CH:17]=[CH:16][CH:15]=1.O.O=[CH:22][C:23]([OH:25])=[O:24]. The catalyst is C(#N)C. The product is [S:1]1[CH:5]=[C:4]([CH:22]([NH:13][C:14]2[CH:19]=[CH:18][CH:17]=[CH:16][CH:15]=2)[C:23]([OH:25])=[O:24])[C:3]2[CH:9]=[CH:10][CH:11]=[CH:12][C:2]1=2. The yield is 0.480. (3) The reactants are [Br:1][C:2]1[CH:10]=[CH:9][C:5]([C:6]([OH:8])=O)=[CH:4][C:3]=1[C:11]([OH:13])=[O:12].S(=O)(=O)(O)O.[CH3:19]CCCCC.[CH3:25][OH:26]. No catalyst specified. The product is [CH3:25][O:26][C:6](=[O:8])[C:5]1[CH:9]=[CH:10][C:2]([Br:1])=[C:3]([C:11]([O:13][CH3:19])=[O:12])[CH:4]=1. The yield is 0.900. (4) The reactants are [CH3:1][O:2][C:3]1[CH:4]=[C:5]([C:11](=[O:21])[CH2:12][C:13]2[CH:18]=[CH:17][C:16]([O:19][CH3:20])=[CH:15][CH:14]=2)[CH:6]=[C:7]([O:9][CH3:10])[CH:8]=1.CO.[BH4-].[Na+]. The catalyst is C1COCC1. The product is [CH3:1][O:2][C:3]1[CH:4]=[C:5]([CH:11]([OH:21])[CH2:12][C:13]2[CH:18]=[CH:17][C:16]([O:19][CH3:20])=[CH:15][CH:14]=2)[CH:6]=[C:7]([O:9][CH3:10])[CH:8]=1. The yield is 1.00. (5) The reactants are [CH3:1][O:2][C:3]1[CH:4]=[C:5]([NH:18][C:19]([C:21]2[S:22][C:23]([C:29]3[CH:34]=[CH:33][C:32]([Cl:35])=[CH:31][CH:30]=3)=[CH:24][C:25]=2[CH2:26][CH2:27]O)=[O:20])[CH:6]=[CH:7][C:8]=1[NH:9][C:10](=[O:17])[CH2:11][N:12]1[CH2:16][CH2:15][CH2:14][CH2:13]1.C(P(CCCC)CCCC)CCC.N(C(OC(C)C)=O)=NC(OC(C)C)=O. The catalyst is O1CCCC1.CCOCC. The product is [Cl:35][C:32]1[CH:31]=[CH:30][C:29]([C:23]2[S:22][C:21]3[C:19](=[O:20])[N:18]([C:5]4[CH:6]=[CH:7][C:8]([NH:9][C:10](=[O:17])[CH2:11][N:12]5[CH2:16][CH2:15][CH2:14][CH2:13]5)=[C:3]([O:2][CH3:1])[CH:4]=4)[CH2:27][CH2:26][C:25]=3[CH:24]=2)=[CH:34][CH:33]=1. The yield is 0.630.